Task: Predict the reaction yield, written as a fraction of the theoretical maximum amount of product (1.0 means a 100% yield; for example, 0.34 means a 34% yield).. Dataset: Reaction yield outcomes from USPTO patents with 853,638 reactions (1) The reactants are [C:1]([C:5]1[CH:10]=[CH:9][C:8]([C:11]2[CH:12]=[CH:13][CH:14]=[C:15]3[C:19]=2[C:18](=O)[CH:17]([CH2:21][CH:22]2[CH2:27][CH2:26][CH2:25][CH2:24][CH2:23]2)[CH2:16]3)=[CH:7][CH:6]=1)([CH3:4])([CH3:3])[CH3:2].[BH4-].[Na+].CO.S(=O)(=O)(O)O. The catalyst is C1(C)C=CC=CC=1.O. The product is [C:1]([C:5]1[CH:10]=[CH:9][C:8]([C:11]2[CH:12]=[CH:13][CH:14]=[C:15]3[C:19]=2[CH:18]=[C:17]([CH2:21][CH:22]2[CH2:23][CH2:24][CH2:25][CH2:26][CH2:27]2)[CH2:16]3)=[CH:7][CH:6]=1)([CH3:4])([CH3:2])[CH3:3]. The yield is 0.860. (2) The reactants are F[C:2]1[CH:11]=[C:10]2[C:5]([C:6](=[O:12])[NH:7][CH:8]=[N:9]2)=[CH:4][CH:3]=1.[NH:13]1[CH2:18][CH2:17][CH:16]([N:19]2[CH2:24][CH2:23][O:22][CH2:21][CH2:20]2)[CH2:15][CH2:14]1. No catalyst specified. The product is [N:19]1([CH:16]2[CH2:17][CH2:18][N:13]([C:2]3[CH:11]=[C:10]4[C:5]([C:6](=[O:12])[NH:7][CH:8]=[N:9]4)=[CH:4][CH:3]=3)[CH2:14][CH2:15]2)[CH2:24][CH2:23][O:22][CH2:21][CH2:20]1. The yield is 0.790. (3) The reactants are [CH2:1]([C:3]1[N:4]([C:28]2[CH:33]=[CH:32][C:31]([OH:34])=[CH:30][CH:29]=2)[C:5](=[O:27])[C:6]([CH2:12][C:13]2[CH:18]=[CH:17][C:16]([C:19]3[C:20]([C:25]#[N:26])=[CH:21][CH:22]=[CH:23][CH:24]=3)=[CH:15][CH:14]=2)=[C:7]([CH2:9][CH2:10][CH3:11])[N:8]=1)[CH3:2].[F:35][C:36]1([F:43])[CH2:41][CH2:40][CH:39](O)[CH2:38][CH2:37]1.N(C(OC(C)C)=O)=NC(OC(C)C)=O.C1(P(C2C=CC=CC=2)C2C=CC=CC=2)C=CC=CC=1. The catalyst is C(OCC)(=O)C.O1CCCC1. The product is [F:35][C:36]1([F:43])[CH2:41][CH2:40][CH:39]([O:34][C:31]2[CH:32]=[CH:33][C:28]([N:4]3[C:5](=[O:27])[C:6]([CH2:12][C:13]4[CH:18]=[CH:17][C:16]([C:19]5[C:20]([C:25]#[N:26])=[CH:21][CH:22]=[CH:23][CH:24]=5)=[CH:15][CH:14]=4)=[C:7]([CH2:9][CH2:10][CH3:11])[N:8]=[C:3]3[CH2:1][CH3:2])=[CH:29][CH:30]=2)[CH2:38][CH2:37]1. The yield is 0.860. (4) The reactants are [F:1][C:2]1[CH:11]=[C:10]2[C:5]([C:6]([O:13][CH3:14])=[CH:7][NH:8][C:9]2=O)=[CH:4][CH:3]=1.O=P(Cl)(Cl)[Cl:17]. No catalyst specified. The product is [Cl:17][C:9]1[C:10]2[C:5](=[CH:4][CH:3]=[C:2]([F:1])[CH:11]=2)[C:6]([O:13][CH3:14])=[CH:7][N:8]=1. The yield is 0.240. (5) The reactants are CC(C[AlH]CC(C)C)C.[N:10]1[CH:15]=[CH:14][CH:13]=[CH:12][C:11]=1[C@@:16]1([CH2:26][C:27]#N)[CH2:25][C:20]2([CH2:24][CH2:23][CH2:22][CH2:21]2)[O:19][CH2:18][CH2:17]1.C[OH:30].O. The catalyst is C1(C)C=CC=CC=1. The product is [N:10]1[CH:15]=[CH:14][CH:13]=[CH:12][C:11]=1[C@@:16]1([CH2:26][CH:27]=[O:30])[CH2:25][C:20]2([CH2:24][CH2:23][CH2:22][CH2:21]2)[O:19][CH2:18][CH2:17]1. The yield is 0.800. (6) The reactants are C([O:8][C:9](=[O:26])[CH2:10][N:11]1[CH2:16][CH2:15][CH2:14][C@@H:13]([NH:17][C:18]([O:20][C:21]([CH3:24])([CH3:23])[CH3:22])=[O:19])[C:12]1=[O:25])C1C=CC=CC=1.[H][H]. The catalyst is [Pd].C(O)C. The product is [C:21]([O:20][C:18]([NH:17][C@@H:13]1[CH2:14][CH2:15][CH2:16][N:11]([CH2:10][C:9]([OH:26])=[O:8])[C:12]1=[O:25])=[O:19])([CH3:24])([CH3:22])[CH3:23]. The yield is 0.950. (7) The reactants are C[Si](C)(C)[C:3]#[C:4][C:5]1[S:6][C:7]([CH2:10][CH2:11][CH2:12][CH2:13][CH2:14][CH2:15][CH2:16][CH3:17])=[CH:8][CH:9]=1.C(=O)([O-])[O-].[K+].[K+].C1COCC1. The catalyst is O.CO. The product is [C:4]([C:5]1[S:6][C:7]([CH2:10][CH2:11][CH2:12][CH2:13][CH2:14][CH2:15][CH2:16][CH3:17])=[CH:8][CH:9]=1)#[CH:3]. The yield is 0.985. (8) The reactants are [C:1]([C:3]1[CH:4]=[C:5]([CH:9]=[CH:10][C:11]=1[F:12])[C:6]([OH:8])=O)#[N:2].[C:13]1([CH2:19][C:20]([NH:22][NH2:23])=[O:21])[CH:18]=[CH:17][CH:16]=[CH:15][CH:14]=1.C(=O)([O-])O.[Na+]. The catalyst is CN(C=O)C. The product is [C:13]1([CH2:19][C:20]([NH:22][NH:23][C:6](=[O:8])[C:5]2[CH:9]=[CH:10][C:11]([F:12])=[C:3]([C:1]#[N:2])[CH:4]=2)=[O:21])[CH:18]=[CH:17][CH:16]=[CH:15][CH:14]=1. The yield is 0.830. (9) The reactants are I[C:2]1[CH:7]=[CH:6][C:5]([S:8](=[O:16])(=[O:15])[NH:9][C:10]2[CH:14]=[CH:13][O:12][N:11]=2)=[CH:4][C:3]=1/[CH:17]=[CH:18]/[C:19]([O:21]CC)=O.CC1(C)C2C(=C(P(C3C=CC=CC=3)C3C=CC=CC=3)C=CC=2)OC2C(P(C3C=CC=CC=3)C3C=CC=CC=3)=CC=CC1=2.P([O-])([O-])([O-])=O.[K+].[K+].[K+].[CH3:74][O:75][C:76]1[CH:82]=[CH:81][CH:80]=[CH:79][C:77]=1[NH2:78]. The catalyst is C1C=CC(/C=C/C(/C=C/C2C=CC=CC=2)=O)=CC=1.C1C=CC(/C=C/C(/C=C/C2C=CC=CC=2)=O)=CC=1.C1C=CC(/C=C/C(/C=C/C2C=CC=CC=2)=O)=CC=1.[Pd].[Pd].O1CCOCC1. The yield is 0.651. The product is [O:12]1[CH:13]=[CH:14][C:10]([NH:9][S:8]([C:5]2[CH:4]=[C:3]3[C:2](=[CH:7][CH:6]=2)[N:78]([C:77]2[CH:79]=[CH:80][CH:81]=[CH:82][C:76]=2[O:75][CH3:74])[C:19](=[O:21])[CH:18]=[CH:17]3)(=[O:15])=[O:16])=[N:11]1.